Dataset: Full USPTO retrosynthesis dataset with 1.9M reactions from patents (1976-2016). Task: Predict the reactants needed to synthesize the given product. (1) Given the product [CH2:1]([N:8]1[CH2:12][CH:11]([C:13]([OH:15])=[O:14])[C:10]2([C:26]3[C:21](=[CH:22][CH:23]=[CH:24][CH:25]=3)[CH2:20][CH2:19][CH2:18]2)[CH2:9]1)[C:2]1[CH:7]=[CH:6][CH:5]=[CH:4][CH:3]=1, predict the reactants needed to synthesize it. The reactants are: [CH2:1]([N:8]1[CH2:12][CH:11]([C:13]([O:15]CC)=[O:14])[C:10]2([C:26]3[C:21](=[CH:22][CH:23]=[CH:24][CH:25]=3)[CH2:20][CH2:19][CH2:18]2)[CH2:9]1)[C:2]1[CH:7]=[CH:6][CH:5]=[CH:4][CH:3]=1.[OH-].[Na+].Cl. (2) Given the product [Br:1][C:2]1[CH:3]=[CH:4][C:5]2[N:11]3[C:12]([CH3:15])=[N:13][N:14]=[C:10]3[C@H:9]([CH3:16])[CH2:8][N:7]([C:19]3[CH:20]=[N:21][N:22]([CH3:24])[CH:23]=3)[C:6]=2[CH:17]=1, predict the reactants needed to synthesize it. The reactants are: [Br:1][C:2]1[CH:3]=[CH:4][C:5]2[N:11]3[C:12]([CH3:15])=[N:13][N:14]=[C:10]3[C@H:9]([CH3:16])[CH2:8][NH:7][C:6]=2[CH:17]=1.I[C:19]1[CH:20]=[N:21][N:22]([CH3:24])[CH:23]=1.N1C2C(=CC=C3C=2N=CC=C3)C=CC=1.P([O-])([O-])([O-])=O.[K+].[K+].[K+]. (3) Given the product [C:25]([C:20]1[N:21]=[C:22]([CH2:23][CH3:24])[C:17]([O:1][C@@H:2]2[CH2:6][CH2:5][N:4]([C:7]([O:9][C:10]([CH3:13])([CH3:12])[CH3:11])=[O:8])[CH2:3]2)=[N:18][C:19]=1[NH:28][C:29]1[CH:34]=[CH:33][C:32]([N:35]2[CH2:40][CH2:39][CH:38]([N:41]3[CH2:42][CH2:43][N:44]([CH3:47])[CH2:45][CH2:46]3)[CH2:37][CH2:36]2)=[C:31]([CH3:48])[CH:30]=1)(=[O:26])[NH2:27], predict the reactants needed to synthesize it. The reactants are: [OH:1][C@@H:2]1[CH2:6][CH2:5][N:4]([C:7]([O:9][C:10]([CH3:13])([CH3:12])[CH3:11])=[O:8])[CH2:3]1.[H-].[Na+].Cl[C:17]1[N:18]=[C:19]([NH:28][C:29]2[CH:34]=[CH:33][C:32]([N:35]3[CH2:40][CH2:39][CH:38]([N:41]4[CH2:46][CH2:45][N:44]([CH3:47])[CH2:43][CH2:42]4)[CH2:37][CH2:36]3)=[C:31]([CH3:48])[CH:30]=2)[C:20]([C:25]([NH2:27])=[O:26])=[N:21][C:22]=1[CH2:23][CH3:24].